This data is from Catalyst prediction with 721,799 reactions and 888 catalyst types from USPTO. The task is: Predict which catalyst facilitates the given reaction. (1) Reactant: [CH2:1]([O:3][CH:4]([C:11]1[CH:16]=[CH:15][C:14]([OH:17])=[CH:13][CH:12]=1)[CH2:5][C:6]([O:8][CH2:9][CH3:10])=[O:7])[CH3:2].[N+:18]([C:21]1[CH:22]=[C:23]([CH:26]=[CH:27][CH:28]=1)[CH2:24]O)([O-:20])=[O:19].C(=O)([O-])[O-].[K+].[K+]. Product: [CH2:1]([O:3][CH:4]([C:11]1[CH:12]=[CH:13][C:14]([O:17][CH2:24][C:23]2[CH:26]=[CH:27][CH:28]=[C:21]([N+:18]([O-:20])=[O:19])[CH:22]=2)=[CH:15][CH:16]=1)[CH2:5][C:6]([O:8][CH2:9][CH3:10])=[O:7])[CH3:2]. The catalyst class is: 21. (2) Reactant: Cl.Cl.[Cl:3][C:4]1[CH:13]=[CH:12][C:11]2[CH2:10][NH:9][CH2:8][C:7](=[CH2:14])[C:6]=2[N:5]=1.[CH3:15][C:16]([O:19][C:20](O[C:20]([O:19][C:16]([CH3:18])([CH3:17])[CH3:15])=[O:21])=[O:21])([CH3:18])[CH3:17]. Product: [Cl:3][C:4]1[CH:13]=[CH:12][C:11]2[CH2:10][N:9]([C:20]([O:19][C:16]([CH3:18])([CH3:17])[CH3:15])=[O:21])[CH2:8][C:7](=[CH2:14])[C:6]=2[N:5]=1. The catalyst class is: 1. (3) The catalyst class is: 12. Product: [Cl:1][C:2]1[CH:3]=[CH:4][C:5]([C:8](=[O:12])[C:9]([NH:46][C:41]2[CH:42]=[CH:43][CH:44]=[CH:45][C:40]=2[C:34]2[CH:35]=[CH:36][C:37]([O:38][CH3:39])=[C:32]([O:31][CH3:30])[CH:33]=2)=[O:11])=[CH:6][CH:7]=1. Reactant: [Cl:1][C:2]1[CH:7]=[CH:6][C:5]([C:8](=[O:12])[C:9]([OH:11])=O)=[CH:4][CH:3]=1.CN(C)C=O.C(N1C=CN=C1)(N1C=CN=C1)=O.[CH3:30][O:31][C:32]1[CH:33]=[C:34]([C:40]2[CH:45]=[CH:44][CH:43]=[CH:42][C:41]=2[NH2:46])[CH:35]=[CH:36][C:37]=1[O:38][CH3:39]. (4) Reactant: [CH3:1][O:2][C:3]1[CH:4]=[C:5]2[O:9][C:8]([C:10]3[N:11]=[C:12]4[N:16]([CH:17]=3)[N:15]=[C:14]([O:18][CH3:19])[S:13]4)=[CH:7][C:6]2=[C:20]([OH:22])[CH:21]=1.[F:23][C:24]1[CH:25]=[C:26]([CH2:38]O)[CH:27]=[C:28]([C:30]2[CH:31]=[N:32][C:33]([O:36][CH3:37])=[N:34][CH:35]=2)[CH:29]=1.C(P(CCCC)CCCC)CCC.N(C(N1CCCCC1)=O)=NC(N1CCCCC1)=O. Product: [F:23][C:24]1[CH:25]=[C:26]([CH:27]=[C:28]([C:30]2[CH:35]=[N:34][C:33]([O:36][CH3:37])=[N:32][CH:31]=2)[CH:29]=1)[CH2:38][O:22][C:20]1[C:6]2[CH:7]=[C:8]([C:10]3[N:11]=[C:12]4[N:16]([CH:17]=3)[N:15]=[C:14]([O:18][CH3:19])[S:13]4)[O:9][C:5]=2[CH:4]=[C:3]([O:2][CH3:1])[CH:21]=1. The catalyst class is: 76. (5) Reactant: C1N=CN(C(N2C=NC=C2)=O)C=1.[C:13]([OH:22])(=[O:21])[C:14]1[C:15](=[CH:17][CH:18]=[CH:19][CH:20]=1)[OH:16].[C:23](O)([CH3:26])([CH3:25])[CH3:24].C1CCN2C(=NCCC2)CC1.C([O-])(O)=O.[Na+]. Product: [OH:16][C:15]1[CH:17]=[CH:18][CH:19]=[CH:20][C:14]=1[C:13]([O:22][C:23]([CH3:26])([CH3:25])[CH3:24])=[O:21]. The catalyst class is: 3. (6) Reactant: C1C=CC(P(N=[N+]=[N-])(C2C=CC=CC=2)=[O:8])=CC=1.[C:18]([C:22]1[CH:26]=[C:25](C(O)=O)[N:24]([C:30]2[CH:35]=[CH:34][C:33]([N:36]([CH3:38])[CH3:37])=[CH:32][CH:31]=2)[N:23]=1)([CH3:21])([CH3:20])[CH3:19].CC[N:41]([CH2:44]C)CC.[NH2:46][C:47]1[C:56]2[C:51](=[CH:52][CH:53]=[CH:54][CH:55]=2)[C:50]([O:57][C:58]2[CH:63]=[CH:62][N:61]=[C:60]([NH:64][C:65]3[CH:70]=[C:69]([O:71][CH2:72][CH2:73][O:74][CH2:75][CH2:76][O:77][CH2:78][CH2:79][O:80][CH3:81])[CH:68]=[C:67]([O:82][CH3:83])[CH:66]=3)[N:59]=2)=[CH:49][CH:48]=1. The catalyst class is: 18. Product: [C:18]([C:22]1[CH:26]=[C:25]([NH:41][C:44]([NH:46][C:47]2[C:56]3[C:51](=[CH:52][CH:53]=[CH:54][CH:55]=3)[C:50]([O:57][C:58]3[CH:63]=[CH:62][N:61]=[C:60]([NH:64][C:65]4[CH:70]=[C:69]([O:71][CH2:72][CH2:73][O:74][CH2:75][CH2:76][O:77][CH2:78][CH2:79][O:80][CH3:81])[CH:68]=[C:67]([O:82][CH3:83])[CH:66]=4)[N:59]=3)=[CH:49][CH:48]=2)=[O:8])[N:24]([C:30]2[CH:31]=[CH:32][C:33]([N:36]([CH3:37])[CH3:38])=[CH:34][CH:35]=2)[N:23]=1)([CH3:19])([CH3:21])[CH3:20]. (7) Reactant: C1(C)C=CC=CC=1.Br[C:9]1[CH:10]=[CH:11][C:12]([C:15](=[O:17])[CH3:16])=[N:13][CH:14]=1.[CH3:18][O:19][C:20]1[CH:25]=[CH:24][C:23](B(O)O)=[CH:22][CH:21]=1.C([O-])([O-])=O.[Na+].[Na+]. Product: [CH3:18][O:19][C:20]1[CH:25]=[CH:24][C:23]([C:9]2[CH:10]=[CH:11][C:12]([C:15](=[O:17])[CH3:16])=[N:13][CH:14]=2)=[CH:22][CH:21]=1. The catalyst class is: 461.